Dataset: Full USPTO retrosynthesis dataset with 1.9M reactions from patents (1976-2016). Task: Predict the reactants needed to synthesize the given product. Given the product [CH:21]1[C:30]2[C:25](=[CH:26][CH:27]=[CH:28][CH:29]=2)[CH:24]=[CH:23][C:22]=1[S:31]([NH:34][CH:35]([C:40]1[CH:45]=[CH:44][CH:43]=[CH:42][CH:41]=1)[CH2:36][C:37]([NH:20][CH:15]1[C:14]2[C:19](=[C:10]([CH2:9][N:3]3[CH2:8][CH2:7][CH2:6][CH2:5][CH2:4]3)[CH:11]=[CH:12][CH:13]=2)[O:18][CH2:17][CH2:16]1)=[O:38])(=[O:33])=[O:32], predict the reactants needed to synthesize it. The reactants are: Cl.Cl.[N:3]1([CH2:9][C:10]2[CH:11]=[CH:12][CH:13]=[C:14]3[C:19]=2[O:18][CH2:17][CH2:16][CH:15]3[NH2:20])[CH2:8][CH2:7][CH2:6][CH2:5][CH2:4]1.[CH:21]1[C:30]2[C:25](=[CH:26][CH:27]=[CH:28][CH:29]=2)[CH:24]=[CH:23][C:22]=1[S:31]([NH:34][CH:35]([C:40]1[CH:45]=[CH:44][CH:43]=[CH:42][CH:41]=1)[CH2:36][C:37](O)=[O:38])(=[O:33])=[O:32].C1C=CC2N(O)N=NC=2C=1.CCN(C(C)C)C(C)C.C(Cl)CCl.